This data is from Peptide-MHC class I binding affinity with 185,985 pairs from IEDB/IMGT. The task is: Regression. Given a peptide amino acid sequence and an MHC pseudo amino acid sequence, predict their binding affinity value. This is MHC class I binding data. (1) The peptide sequence is LSHCWPWFK. The MHC is HLA-B15:17 with pseudo-sequence HLA-B15:17. The binding affinity (normalized) is 0.0847. (2) The peptide sequence is ISNYICVAW. The MHC is HLA-B35:01 with pseudo-sequence HLA-B35:01. The binding affinity (normalized) is 0.370.